From a dataset of Catalyst prediction with 721,799 reactions and 888 catalyst types from USPTO. Predict which catalyst facilitates the given reaction. (1) Reactant: Cl[C:2]1[N:10]=[C:9]2[C:5]([N:6]=[CH:7][N:8]2[CH:11]([CH3:13])[CH3:12])=[C:4]([NH:14][CH2:15][CH2:16][C:17]2[CH:22]=[CH:21][C:20]([OH:23])=[CH:19][CH:18]=2)[N:3]=1.B(O)(O)[C:25]1[C:33]2[C:28](=[CH:29][CH:30]=[CH:31][CH:32]=2)[S:27][CH:26]=1.C([O-])([O-])=O.[Cs+].[Cs+].[Cl-].CC1C=C(C)C=C(C)C=1[N+]1C=CN(C2C(C)=CC(C)=CC=2C)C=1. Product: [S:27]1[CH:26]=[C:25]([C:2]2[N:10]=[C:9]3[C:5]([N:6]=[CH:7][N:8]3[CH:11]([CH3:13])[CH3:12])=[C:4]([NH:14][CH2:15][CH2:16][C:17]3[CH:22]=[CH:21][C:20]([OH:23])=[CH:19][CH:18]=3)[N:3]=2)[C:33]2[CH:32]=[CH:31][CH:30]=[CH:29][C:28]1=2. The catalyst class is: 110. (2) Reactant: [CH3:1][O:2][CH2:3][CH2:4][O:5][CH2:6][CH2:7][O:8][CH2:9][CH2:10][OH:11].[H-].[Na+].[O:14]1[CH2:19][CH2:18][CH2:17][CH2:16][CH:15]1[CH:20]([CH2:41][CH2:42][CH2:43][CH2:44][CH2:45][CH2:46][CH2:47][CH2:48][CH2:49]Br)[CH2:21][O:22][CH2:23][CH:24]([CH:35]1[CH2:40][CH2:39][CH2:38][CH2:37][O:36]1)[CH2:25][CH2:26][CH2:27][CH2:28][CH2:29][CH2:30][CH2:31][CH2:32][CH2:33]Br. Product: [O:14]1[CH2:19][CH2:18][CH2:17][CH2:16][CH:15]1[CH:20]([CH2:41][CH2:42][CH2:43][CH2:44][CH2:45][CH2:46][CH2:47][CH2:48][CH2:49][O:11][CH2:10][CH2:9][O:8][CH2:7][CH2:6][O:5][CH2:4][CH2:3][O:2][CH3:1])[CH2:21][O:22][CH2:23][CH:24]([CH:35]1[CH2:40][CH2:39][CH2:38][CH2:37][O:36]1)[CH2:25][CH2:26][CH2:27][CH2:28][CH2:29][CH2:30][CH2:31][CH2:32][CH2:33][O:11][CH2:10][CH2:9][O:8][CH2:7][CH2:6][O:5][CH2:4][CH2:3][O:2][CH3:1]. The catalyst class is: 9. (3) Reactant: [CH3:1][O:2][C:3]1[CH:40]=[CH:39][C:6]([CH2:7][N:8]([CH2:30][C:31]2[CH:36]=[CH:35][C:34]([O:37][CH3:38])=[CH:33][CH:32]=2)[C:9]2[N:14]=[C:13]([CH3:15])[N:12]=[C:11]([C:16]3[C:17]([NH:22][C:23]4[CH:24]=[CH:25][C:26]([NH2:29])=[N:27][CH:28]=4)=[N:18][CH:19]=[CH:20][CH:21]=3)[N:10]=2)=[CH:5][CH:4]=1.[C:41]1([N:47]=[C:48]=[O:49])[CH:46]=[CH:45][CH:44]=[CH:43][CH:42]=1. Product: [CH3:1][O:2][C:3]1[CH:4]=[CH:5][C:6]([CH2:7][N:8]([CH2:30][C:31]2[CH:32]=[CH:33][C:34]([O:37][CH3:38])=[CH:35][CH:36]=2)[C:9]2[N:14]=[C:13]([CH3:15])[N:12]=[C:11]([C:16]3[C:17]([NH:22][C:23]4[CH:24]=[CH:25][C:26]([NH:29][C:48]([NH:47][C:41]5[CH:46]=[CH:45][CH:44]=[CH:43][CH:42]=5)=[O:49])=[N:27][CH:28]=4)=[N:18][CH:19]=[CH:20][CH:21]=3)[N:10]=2)=[CH:39][CH:40]=1. The catalyst class is: 1. (4) Product: [I:16][C:2]1[CH:3]=[C:4]([CH:8]=[CH:9][C:10]=1[OH:11])[C:5]([OH:7])=[O:6]. The catalyst class is: 126. Reactant: N[C:2]1[CH:3]=[C:4]([CH:8]=[CH:9][C:10]=1[OH:11])[C:5]([OH:7])=[O:6].N([O-])=O.[Na+].[I-:16].[K+].